Dataset: Full USPTO retrosynthesis dataset with 1.9M reactions from patents (1976-2016). Task: Predict the reactants needed to synthesize the given product. (1) The reactants are: [OH:1][C:2]1[CH:10]=[CH:9][C:8]([C:11]2[N:12]([C:27]([O:29][C:30]([CH3:33])([CH3:32])[CH3:31])=[O:28])[C:13]3[C:18]([CH:19]=2)=[CH:17][C:16]([CH2:20][N:21]2[CH2:26][CH2:25][CH2:24][CH2:23][CH2:22]2)=[CH:15][CH:14]=3)=[C:7]2[C:3]=1[CH2:4][NH:5][C:6]2=[O:34].C(N(CC)CC)C.[Cl:42][C:43]1[CH:48]=[CH:47][C:46]([S:49](Cl)(=[O:51])=[O:50])=[CH:45][CH:44]=1. Given the product [Cl:42][C:43]1[CH:48]=[CH:47][C:46]([S:49]([O:1][C:2]2[CH:10]=[CH:9][C:8]([C:11]3[N:12]([C:27]([O:29][C:30]([CH3:31])([CH3:33])[CH3:32])=[O:28])[C:13]4[C:18]([CH:19]=3)=[CH:17][C:16]([CH2:20][N:21]3[CH2:26][CH2:25][CH2:24][CH2:23][CH2:22]3)=[CH:15][CH:14]=4)=[C:7]3[C:3]=2[CH2:4][NH:5][C:6]3=[O:34])(=[O:51])=[O:50])=[CH:45][CH:44]=1, predict the reactants needed to synthesize it. (2) The reactants are: [CH3:1][O:2][C:3]1[CH:4]=[C:5]([CH:11]([C:13]2[CH:23]=[CH:22][C:16]3[N:17]([CH3:21])[C:18]([CH3:20])=[N:19][C:15]=3[CH:14]=2)[OH:12])[CH:6]=[C:7]([O:9][CH3:10])[CH:8]=1. Given the product [CH3:10][O:9][C:7]1[CH:6]=[C:5]([C:11]([C:13]2[CH:23]=[CH:22][C:16]3[N:17]([CH3:21])[C:18]([CH3:20])=[N:19][C:15]=3[CH:14]=2)=[O:12])[CH:4]=[C:3]([O:2][CH3:1])[CH:8]=1, predict the reactants needed to synthesize it. (3) Given the product [N+:7]([C:6]1[S:5][C:4]([CH:10]=[O:11])=[CH:3][C:2]=1[C:16]1[CH:15]=[CH:14][NH:13][N:12]=1)([O-:9])=[O:8], predict the reactants needed to synthesize it. The reactants are: Br[C:2]1[CH:3]=[C:4]([CH:10]=[O:11])[S:5][C:6]=1[N+:7]([O-:9])=[O:8].[NH:12]1[C:16](B(O)O)=[CH:15][CH:14]=[N:13]1.C(O)CO.CCOCC. (4) Given the product [CH3:21][N:19]1[CH:20]=[C:16]([C:5]2[N:4]=[C:3]3[N:22]([CH2:23][C:24]4[CH:25]=[C:26]5[C:31](=[CH:32][CH:33]=4)[N:30]=[CH:29][CH:28]=[CH:27]5)[N:34]=[N:1][C:2]3=[C:7]([NH2:8])[CH:6]=2)[CH:17]=[N:18]1, predict the reactants needed to synthesize it. The reactants are: [NH2:1][C:2]1[C:3]([NH:22][CH2:23][C:24]2[CH:25]=[C:26]3[C:31](=[CH:32][CH:33]=2)[N:30]=[CH:29][CH:28]=[CH:27]3)=[N:4][C:5]([C:16]2[CH:17]=[N:18][N:19]([CH3:21])[CH:20]=2)=[CH:6][C:7]=1[NH:8]C(=O)OC(C)(C)C.[N:34]([O-])=O.[Na+].[OH-].[Na+].C(O)(C(F)(F)F)=O.C([O-])([O-])=O.[Na+].[Na+]. (5) Given the product [NH2:12][CH2:11][C@H:10]([NH:23][C:24]1[S:25][C:28]([C:30]2[CH:31]=[C:32]3[C:37](=[CH:38][CH:39]=2)[CH:36]=[N:35][CH:34]=[CH:33]3)=[N:27][N:26]=1)[CH2:9][C:3]1[CH:4]=[CH:5][C:6]([Cl:8])=[CH:7][C:2]=1[Cl:1], predict the reactants needed to synthesize it. The reactants are: [Cl:1][C:2]1[CH:7]=[C:6]([Cl:8])[CH:5]=[CH:4][C:3]=1[CH2:9][C@@H:10]([NH:23][C:24]([NH:26][NH:27][C:28]([C:30]1[CH:31]=[C:32]2[C:37](=[CH:38][CH:39]=1)[CH:36]=[N:35][CH:34]=[CH:33]2)=O)=[S:25])[CH2:11][N:12]1C(=O)C2C=CC=CC=2C1=O.N[C@H](CC1C=CC(Cl)=CC=1Cl)CN1C(=O)C2C=CC=CC=2C1=O.